This data is from Peptide-MHC class II binding affinity with 134,281 pairs from IEDB. The task is: Regression. Given a peptide amino acid sequence and an MHC pseudo amino acid sequence, predict their binding affinity value. This is MHC class II binding data. (1) The peptide sequence is EVVKANGGYLAAGKL. The MHC is HLA-DQA10501-DQB10301 with pseudo-sequence HLA-DQA10501-DQB10301. The binding affinity (normalized) is 0.634. (2) The peptide sequence is EQKYFAATQFEPLAA. The MHC is HLA-DQA10501-DQB10201 with pseudo-sequence HLA-DQA10501-DQB10201. The binding affinity (normalized) is 0.515.